From a dataset of Full USPTO retrosynthesis dataset with 1.9M reactions from patents (1976-2016). Predict the reactants needed to synthesize the given product. (1) Given the product [F:18][C:2]([F:1])([F:17])[C:3]1[N:8]=[CH:7][C:6]([C:9]2[N:14]=[CH:13][N:12]=[C:11]([CH2:15][NH2:16])[CH:10]=2)=[CH:5][CH:4]=1, predict the reactants needed to synthesize it. The reactants are: [F:1][C:2]([F:18])([F:17])[C:3]1[N:8]=[CH:7][C:6]([C:9]2[N:14]=[CH:13][N:12]=[C:11]([C:15]#[N:16])[CH:10]=2)=[CH:5][CH:4]=1.[H][H]. (2) Given the product [CH3:16][C:17]1[CH:22]=[CH:21][C:20]([C:23]2[CH:24]=[CH:25][C:26]([S:29]([N:32]3[CH2:37][CH2:36][N:35]([C:13]([CH:10]4[CH2:11][CH2:12][N:7]([C:4]5[CH:5]=[CH:6][N:1]=[CH:2][CH:3]=5)[CH2:8][CH2:9]4)=[O:14])[CH2:34][CH2:33]3)(=[O:31])=[O:30])=[CH:27][CH:28]=2)=[CH:19][CH:18]=1, predict the reactants needed to synthesize it. The reactants are: [N:1]1[CH:6]=[CH:5][C:4]([N:7]2[CH2:12][CH2:11][CH:10]([C:13](Cl)=[O:14])[CH2:9][CH2:8]2)=[CH:3][CH:2]=1.[CH3:16][C:17]1[CH:22]=[CH:21][C:20]([C:23]2[CH:28]=[CH:27][C:26]([S:29]([N:32]3[CH2:37][CH2:36][NH:35][CH2:34][CH2:33]3)(=[O:31])=[O:30])=[CH:25][CH:24]=2)=[CH:19][CH:18]=1.